From a dataset of NCI-60 drug combinations with 297,098 pairs across 59 cell lines. Regression. Given two drug SMILES strings and cell line genomic features, predict the synergy score measuring deviation from expected non-interaction effect. (1) Drug 1: COC1=NC(=NC2=C1N=CN2C3C(C(C(O3)CO)O)O)N. Drug 2: CC1CCCC2(C(O2)CC(NC(=O)CC(C(C(=O)C(C1O)C)(C)C)O)C(=CC3=CSC(=N3)C)C)C. Cell line: M14. Synergy scores: CSS=60.9, Synergy_ZIP=6.58, Synergy_Bliss=4.92, Synergy_Loewe=-12.5, Synergy_HSA=6.06. (2) Drug 1: CCC1(CC2CC(C3=C(CCN(C2)C1)C4=CC=CC=C4N3)(C5=C(C=C6C(=C5)C78CCN9C7C(C=CC9)(C(C(C8N6C=O)(C(=O)OC)O)OC(=O)C)CC)OC)C(=O)OC)O.OS(=O)(=O)O. Drug 2: CC1CCC2CC(C(=CC=CC=CC(CC(C(=O)C(C(C(=CC(C(=O)CC(OC(=O)C3CCCCN3C(=O)C(=O)C1(O2)O)C(C)CC4CCC(C(C4)OC)O)C)C)O)OC)C)C)C)OC. Cell line: K-562. Synergy scores: CSS=26.8, Synergy_ZIP=3.49, Synergy_Bliss=6.49, Synergy_Loewe=-21.3, Synergy_HSA=5.88. (3) Drug 1: COC1=C(C=C2C(=C1)N=CN=C2NC3=CC(=C(C=C3)F)Cl)OCCCN4CCOCC4. Drug 2: C1=NC2=C(N=C(N=C2N1C3C(C(C(O3)CO)O)F)Cl)N. Cell line: OVCAR-8. Synergy scores: CSS=49.6, Synergy_ZIP=-1.75, Synergy_Bliss=-0.841, Synergy_Loewe=1.81, Synergy_HSA=3.81. (4) Drug 1: CC1C(C(CC(O1)OC2CC(CC3=C2C(=C4C(=C3O)C(=O)C5=C(C4=O)C(=CC=C5)OC)O)(C(=O)CO)O)N)O.Cl. Drug 2: C1=CC(=CC=C1CC(C(=O)O)N)N(CCCl)CCCl.Cl. Cell line: M14. Synergy scores: CSS=8.10, Synergy_ZIP=-6.95, Synergy_Bliss=-0.165, Synergy_Loewe=-2.10, Synergy_HSA=-1.67. (5) Drug 1: C(CC(=O)O)C(=O)CN.Cl. Drug 2: C1CC(=O)NC(=O)C1N2C(=O)C3=CC=CC=C3C2=O. Cell line: U251. Synergy scores: CSS=9.18, Synergy_ZIP=-0.275, Synergy_Bliss=7.96, Synergy_Loewe=2.61, Synergy_HSA=4.21. (6) Drug 1: CC1=C2C(C(=O)C3(C(CC4C(C3C(C(C2(C)C)(CC1OC(=O)C(C(C5=CC=CC=C5)NC(=O)C6=CC=CC=C6)O)O)OC(=O)C7=CC=CC=C7)(CO4)OC(=O)C)O)C)OC(=O)C. Cell line: MDA-MB-231. Synergy scores: CSS=25.1, Synergy_ZIP=-1.14, Synergy_Bliss=12.3, Synergy_Loewe=-25.0, Synergy_HSA=-2.17. Drug 2: CN(CCCl)CCCl.Cl. (7) Drug 1: CC1C(C(CC(O1)OC2CC(OC(C2O)C)OC3=CC4=CC5=C(C(=O)C(C(C5)C(C(=O)C(C(C)O)O)OC)OC6CC(C(C(O6)C)O)OC7CC(C(C(O7)C)O)OC8CC(C(C(O8)C)O)(C)O)C(=C4C(=C3C)O)O)O)O. Drug 2: CC1=C(C=C(C=C1)C(=O)NC2=CC(=CC(=C2)C(F)(F)F)N3C=C(N=C3)C)NC4=NC=CC(=N4)C5=CN=CC=C5. Cell line: TK-10. Synergy scores: CSS=34.3, Synergy_ZIP=-1.29, Synergy_Bliss=-5.09, Synergy_Loewe=-16.4, Synergy_HSA=-3.41. (8) Drug 1: CC(C1=C(C=CC(=C1Cl)F)Cl)OC2=C(N=CC(=C2)C3=CN(N=C3)C4CCNCC4)N. Drug 2: B(C(CC(C)C)NC(=O)C(CC1=CC=CC=C1)NC(=O)C2=NC=CN=C2)(O)O. Cell line: MCF7. Synergy scores: CSS=-2.61, Synergy_ZIP=-1.57, Synergy_Bliss=0.225, Synergy_Loewe=-1.71, Synergy_HSA=-1.20. (9) Drug 1: C1=NNC2=C1C(=O)NC=N2. Drug 2: CC(C)NC(=O)C1=CC=C(C=C1)CNNC.Cl. Cell line: NCI-H322M. Synergy scores: CSS=1.28, Synergy_ZIP=-1.03, Synergy_Bliss=-2.26, Synergy_Loewe=-0.546, Synergy_HSA=-2.13. (10) Drug 1: CC1=CC=C(C=C1)C2=CC(=NN2C3=CC=C(C=C3)S(=O)(=O)N)C(F)(F)F. Drug 2: CC1=C(C(CCC1)(C)C)C=CC(=CC=CC(=CC(=O)O)C)C. Cell line: SW-620. Synergy scores: CSS=-8.20, Synergy_ZIP=3.16, Synergy_Bliss=0.437, Synergy_Loewe=-6.12, Synergy_HSA=-5.30.